This data is from Catalyst prediction with 721,799 reactions and 888 catalyst types from USPTO. The task is: Predict which catalyst facilitates the given reaction. Reactant: [C:1]([O:5][C:6]([NH:8][C:9]1[CH:10]=[CH:11][C:12]([OH:18])=[C:13]([CH:17]=1)[C:14]([OH:16])=[O:15])=[O:7])([CH3:4])([CH3:3])[CH3:2].[C:19](Cl)(=[O:21])[CH3:20].C(=O)([O-])[O-].[K+].[K+]. Product: [C:19]([O:18][C:12]1[CH:11]=[CH:10][C:9]([NH:8][C:6]([O:5][C:1]([CH3:4])([CH3:2])[CH3:3])=[O:7])=[CH:17][C:13]=1[C:14]([OH:16])=[O:15])(=[O:21])[CH3:20]. The catalyst class is: 3.